Dataset: Full USPTO retrosynthesis dataset with 1.9M reactions from patents (1976-2016). Task: Predict the reactants needed to synthesize the given product. (1) The reactants are: S(Cl)(Cl)=O.[OH:5][C@@:6]([C@H:11]1[O:16][CH2:15][CH2:14][N:13]([C:17]2[CH:21]=[CH:20][N:19]([C:22]3[CH:27]=[CH:26][N:25]=[C:24]([O:28][CH3:29])[CH:23]=3)[N:18]=2)[C:12]1=[O:30])([CH3:10])[C:7]([OH:9])=O.[NH2:31][C:32]1[CH:33]=[C:34]2[O:40][N:39]=[C:38]([N:41]3[C:49](=[O:50])[C:48]4[C:43](=[CH:44][CH:45]=[CH:46][CH:47]=4)[C:42]3=[O:51])[C:35]2=[N:36][CH:37]=1. Given the product [O:51]=[C:42]1[C:43]2[C:48](=[CH:47][CH:46]=[CH:45][CH:44]=2)[C:49](=[O:50])[N:41]1[C:38]1[C:35]2=[N:36][CH:37]=[C:32]([NH:31][C:7](=[O:9])[C@:6]([OH:5])([C@H:11]3[O:16][CH2:15][CH2:14][N:13]([C:17]4[CH:21]=[CH:20][N:19]([C:22]5[CH:27]=[CH:26][N:25]=[C:24]([O:28][CH3:29])[CH:23]=5)[N:18]=4)[C:12]3=[O:30])[CH3:10])[CH:33]=[C:34]2[O:40][N:39]=1, predict the reactants needed to synthesize it. (2) Given the product [Cl:1][C:2]1[C:15]([N:16]2[C:20](=[O:21])[NH:19][C:18]([C:22]3[CH:27]=[CH:26][C:25]([C:31]#[C:30][CH:32]4[CH2:34][CH2:33]4)=[CH:24][CH:23]=3)=[N:17]2)=[CH:14][C:5]([CH2:6][NH:7][C:8](=[O:13])[C:9]([CH3:12])([CH3:11])[CH3:10])=[C:4]([F:29])[CH:3]=1, predict the reactants needed to synthesize it. The reactants are: [Cl:1][C:2]1[C:15]([N:16]2[C:20](=[O:21])[NH:19][C:18]([C:22]3[CH:27]=[CH:26][C:25](I)=[CH:24][CH:23]=3)=[N:17]2)=[CH:14][C:5]([CH2:6][NH:7][C:8](=[O:13])[C:9]([CH3:12])([CH3:11])[CH3:10])=[C:4]([F:29])[CH:3]=1.[C:30]([CH:32]1[CH2:34][CH2:33]1)#[CH:31].CCCC[N+](CCCC)(CCCC)CCCC.[F-]. (3) Given the product [CH3:1][C:2]1[CH:10]=[CH:9][C:5]([C:6]([NH:27][S:24]([CH3:23])(=[O:26])=[O:25])=[O:7])=[CH:4][CH:3]=1, predict the reactants needed to synthesize it. The reactants are: [CH3:1][C:2]1[CH:10]=[CH:9][C:5]([C:6](O)=[O:7])=[CH:4][CH:3]=1.Cl.CN(C)CCCN=C=NCC.[CH3:23][S:24]([NH2:27])(=[O:26])=[O:25].O. (4) Given the product [CH3:2][O:3][C:4]1[C:9]2[N:10]=[C:11]([C:13]3[NH:22][C:16]4[CH2:17][CH2:18][N:19]([C:44]([C:39]5[CH:40]=[CH:41][CH:42]=[CH:43][C:38]=5[CH3:47])=[O:45])[CH2:20][CH2:21][C:15]=4[N:14]=3)[S:12][C:8]=2[C:7]([N:23]2[CH2:24][CH2:25][O:26][CH2:27][CH2:28]2)=[CH:6][CH:5]=1, predict the reactants needed to synthesize it. The reactants are: Cl.[CH3:2][O:3][C:4]1[C:9]2[N:10]=[C:11]([C:13]3[NH:22][C:16]4[CH2:17][CH2:18][NH:19][CH2:20][CH2:21][C:15]=4[N:14]=3)[S:12][C:8]=2[C:7]([N:23]2[CH2:28][CH2:27][O:26][CH2:25][CH2:24]2)=[CH:6][CH:5]=1.C(N(C(C)C)C(C)C)C.[C:38]1([CH3:47])[C:39]([C:44](Cl)=[O:45])=[CH:40][CH:41]=[CH:42][CH:43]=1.